Dataset: Reaction yield outcomes from USPTO patents with 853,638 reactions. Task: Predict the reaction yield, written as a fraction of the theoretical maximum amount of product (1.0 means a 100% yield; for example, 0.34 means a 34% yield). The reactants are [CH2:1]([N:8]1[C:12]2[CH:13]=[C:14](Br)[CH:15]=[CH:16][C:11]=2[NH:10][C:9]1=[O:18])[C:2]1[CH:7]=[CH:6][CH:5]=[CH:4][CH:3]=1.[Cl:19][C:20]1[CH:21]=[C:22](B(O)O)[CH:23]=[CH:24][CH:25]=1.C(=O)([O-])[O-].[K+].[K+].C(OCC)(=O)C. The catalyst is C1(C)C=CC=CC=1.O.[Pd].C1(P(C2C=CC=CC=2)C2C=CC=CC=2)C=CC=CC=1.C1(P(C2C=CC=CC=2)C2C=CC=CC=2)C=CC=CC=1.C1(P(C2C=CC=CC=2)C2C=CC=CC=2)C=CC=CC=1.C1(P(C2C=CC=CC=2)C2C=CC=CC=2)C=CC=CC=1. The product is [CH2:1]([N:8]1[C:12]2[CH:13]=[C:14]([C:24]3[CH:23]=[CH:22][CH:21]=[C:20]([Cl:19])[CH:25]=3)[CH:15]=[CH:16][C:11]=2[NH:10][C:9]1=[O:18])[C:2]1[CH:7]=[CH:6][CH:5]=[CH:4][CH:3]=1. The yield is 0.160.